This data is from TCR-epitope binding with 47,182 pairs between 192 epitopes and 23,139 TCRs. The task is: Binary Classification. Given a T-cell receptor sequence (or CDR3 region) and an epitope sequence, predict whether binding occurs between them. (1) The epitope is GLCTLVAML. The TCR CDR3 sequence is CASSQGSLNTEAFF. Result: 1 (the TCR binds to the epitope). (2) The epitope is KAYNVTQAF. The TCR CDR3 sequence is CASSLGQGGETQYF. Result: 1 (the TCR binds to the epitope). (3) The epitope is DRFYKTLRAEQASQEV. The TCR CDR3 sequence is CASSQRKRGGLADTQYF. Result: 0 (the TCR does not bind to the epitope). (4) The epitope is GILGFVFTL. The TCR CDR3 sequence is CASSPFGTGYNEQFF. Result: 1 (the TCR binds to the epitope). (5) The epitope is YLQPRTFLL. The TCR CDR3 sequence is CSARDGWDHNTGELFF. Result: 1 (the TCR binds to the epitope). (6) The epitope is VVYRGTTTY. The TCR CDR3 sequence is CASSAWDINTGELFF. Result: 0 (the TCR does not bind to the epitope). (7) The epitope is ISDYDYYRY. The TCR CDR3 sequence is CASSTPDRAVSTGELFF. Result: 0 (the TCR does not bind to the epitope).